Dataset: Catalyst prediction with 721,799 reactions and 888 catalyst types from USPTO. Task: Predict which catalyst facilitates the given reaction. (1) Reactant: [C:1]([O:5][C:6]([N:8]1[CH2:13][CH:12]2[CH:10]([O:11]2)[C@H:9]1[CH2:14][CH2:15][NH:16][C:17](=[O:36])[C@@H:18]([NH:23][C:24](=[O:35])[C:25]1[CH:30]=[CH:29][C:28]([C:31]([CH3:34])([CH3:33])[CH3:32])=[CH:27][CH:26]=1)[CH2:19][CH:20]([CH3:22])[CH3:21])=[O:7])([CH3:4])([CH3:3])[CH3:2].[H-].[Na+].O. Product: [C:1]([O:5][C:6]([N:8]1[CH2:13][C@H:12]([OH:11])[C@H:10]2[N:16]([C:17](=[O:36])[C@@H:18]([NH:23][C:24](=[O:35])[C:25]3[CH:26]=[CH:27][C:28]([C:31]([CH3:33])([CH3:34])[CH3:32])=[CH:29][CH:30]=3)[CH2:19][CH:20]([CH3:21])[CH3:22])[CH2:15][CH2:14][C@@H:9]12)=[O:7])([CH3:2])([CH3:4])[CH3:3]. The catalyst class is: 7. (2) Reactant: Cl.[CH3:2][O:3][C:4](=[O:11])[C@H:5]([CH2:7][CH:8]([CH3:10])[CH3:9])[NH2:6].CN1CCOCC1.C1C=CC2N(O)N=NC=2C=1.CCN=C=NCCCN(C)C.[CH3:40][CH:41]([CH2:43][C@H:44]([OH:48])[C:45](O)=[O:46])[CH3:42]. Product: [OH:48][C@@H:44]([CH2:43][CH:41]([CH3:42])[CH3:40])[C:45]([NH:6][C@H:5]([C:4]([O:3][CH3:2])=[O:11])[CH2:7][CH:8]([CH3:10])[CH3:9])=[O:46]. The catalyst class is: 2. (3) Reactant: [C:1]([OH:9])(=O)[C:2]1[CH:7]=[CH:6][CH:5]=[CH:4][CH:3]=1.CN(C(ON1N=NC2C=CC=NC1=2)=[N+](C)C)C.F[P-](F)(F)(F)(F)F.C(N(C(C)C)CC)(C)C.[N:43]1([CH:59]2[CH2:64][CH2:63][NH:62][CH2:61][CH2:60]2)[CH2:48][CH2:47][CH:46]([N:49]2[C@H:53]3[CH2:54][CH2:55][CH2:56][CH2:57][C@H:52]3[NH:51][C:50]2=[O:58])[CH2:45][CH2:44]1. Product: [C:1]([N:62]1[CH2:63][CH2:64][CH:59]([N:43]2[CH2:44][CH2:45][CH:46]([N:49]3[C@H:53]4[CH2:54][CH2:55][CH2:56][CH2:57][C@H:52]4[NH:51][C:50]3=[O:58])[CH2:47][CH2:48]2)[CH2:60][CH2:61]1)(=[O:9])[C:2]1[CH:3]=[CH:4][CH:5]=[CH:6][CH:7]=1. The catalyst class is: 3. (4) Reactant: Br[C:2]1[CH:7]=[CH:6][C:5]([CH:8]([OH:22])[C:9]([NH:11][C:12]2[CH:17]=[CH:16][C:15]([C:18]([F:21])([F:20])[F:19])=[CH:14][CH:13]=2)=[O:10])=[CH:4][CH:3]=1.[C:23]([O:27][C:28](=[O:41])[NH:29][C:30]1[CH:35]=[CH:34][CH:33]=[CH:32][C:31]=1[NH:36][C:37](=[O:40])[CH:38]=[CH2:39])([CH3:26])([CH3:25])[CH3:24].C1(C)C=CC=CC=1P(C1C=CC=CC=1C)C1C=CC=CC=1C.C(N(CC)CC)C.[Cl-].[NH4+]. Product: [C:23]([O:27][C:28](=[O:41])[NH:29][C:30]1[CH:35]=[CH:34][CH:33]=[CH:32][C:31]=1[NH:36][C:37](=[O:40])/[CH:38]=[CH:39]/[C:2]1[CH:7]=[CH:6][C:5]([CH:8]([OH:22])[C:9](=[O:10])[NH:11][C:12]2[CH:17]=[CH:16][C:15]([C:18]([F:21])([F:20])[F:19])=[CH:14][CH:13]=2)=[CH:4][CH:3]=1)([CH3:26])([CH3:24])[CH3:25]. The catalyst class is: 533. (5) Reactant: [H-].[Na+].[F:3][C:4]([F:18])([F:17])[C:5]1[CH:10]=[CH:9][N:8]=[C:7]([C:11]2[NH:12][O:13][C:14](=[O:16])[N:15]=2)[CH:6]=1.[F:19][C:20]([F:33])([F:32])[C:21]1[CH:31]=[CH:30][C:24]([C:25]([O:27][CH2:28]Cl)=[O:26])=[CH:23][CH:22]=1.[Cl-].[NH4+]. Product: [F:19][C:20]([F:32])([F:33])[C:21]1[CH:31]=[CH:30][C:24]([C:25]([O:27][CH2:28][N:15]2[C:14](=[O:16])[O:13][N:12]=[C:11]2[C:7]2[CH:6]=[C:5]([C:4]([F:3])([F:17])[F:18])[CH:10]=[CH:9][N:8]=2)=[O:26])=[CH:23][CH:22]=1. The catalyst class is: 9. (6) Reactant: [C:1]1([S:7](Cl)(=[O:9])=[O:8])[CH:6]=[CH:5][CH:4]=[CH:3][CH:2]=1.[CH2:11]([O:13][C:14](=[O:18])[CH2:15][CH2:16][NH2:17])[CH3:12].C(OCC)(=O)C. Product: [CH2:11]([O:13][C:14](=[O:18])[CH2:15][CH2:16][NH:17][S:7]([C:1]1[CH:6]=[CH:5][CH:4]=[CH:3][CH:2]=1)(=[O:9])=[O:8])[CH3:12]. The catalyst class is: 17. (7) Reactant: [CH3:1][O:2][C:3]1[CH:4]=[C:5]2[C:10](=[CH:11][C:12]=1[O:13][CH3:14])[N:9]=[CH:8][CH:7]=[C:6]2[O:15][C:16]1[C:22]([CH3:23])=[CH:21][C:19]([NH2:20])=[C:18]([CH3:24])[CH:17]=1.C1(C)C=CC=CC=1.C(N(CC)CC)C.Cl[C:40](Cl)([O:42][C:43](=[O:49])OC(Cl)(Cl)Cl)Cl.[CH3:51][C:52]1[CH:57]=[CH:56][C:55]([S:58][CH2:59][CH2:60]CO)=[CH:54][CH:53]=1. Product: [CH3:1][O:2][C:3]1[CH:4]=[C:5]2[C:10](=[CH:11][C:12]=1[O:13][CH3:14])[N:9]=[CH:8][CH:7]=[C:6]2[O:15][C:16]1[C:22]([CH3:23])=[CH:21][C:19]([NH:20][C:43](=[O:49])[O:42][CH2:40][CH2:60][CH2:59][S:58][C:55]2[CH:56]=[CH:57][C:52]([CH3:51])=[CH:53][CH:54]=2)=[C:18]([CH3:24])[CH:17]=1. The catalyst class is: 2.